From a dataset of NCI-60 drug combinations with 297,098 pairs across 59 cell lines. Regression. Given two drug SMILES strings and cell line genomic features, predict the synergy score measuring deviation from expected non-interaction effect. (1) Drug 1: C(CC(=O)O)C(=O)CN.Cl. Drug 2: COCCOC1=C(C=C2C(=C1)C(=NC=N2)NC3=CC=CC(=C3)C#C)OCCOC.Cl. Cell line: DU-145. Synergy scores: CSS=16.1, Synergy_ZIP=-5.08, Synergy_Bliss=-2.94, Synergy_Loewe=-1.17, Synergy_HSA=-1.24. (2) Drug 1: C1=NNC2=C1C(=O)NC=N2. Drug 2: CC1=C(C(=O)C2=C(C1=O)N3CC4C(C3(C2COC(=O)N)OC)N4)N. Cell line: UACC62. Synergy scores: CSS=39.0, Synergy_ZIP=0.144, Synergy_Bliss=-0.302, Synergy_Loewe=-19.1, Synergy_HSA=0.974. (3) Drug 1: C1=NC2=C(N=C(N=C2N1C3C(C(C(O3)CO)O)F)Cl)N. Drug 2: CCN(CC)CCNC(=O)C1=C(NC(=C1C)C=C2C3=C(C=CC(=C3)F)NC2=O)C. Cell line: PC-3. Synergy scores: CSS=7.39, Synergy_ZIP=-4.25, Synergy_Bliss=-2.21, Synergy_Loewe=-1.28, Synergy_HSA=-0.845. (4) Drug 1: CC1CCC2CC(C(=CC=CC=CC(CC(C(=O)C(C(C(=CC(C(=O)CC(OC(=O)C3CCCCN3C(=O)C(=O)C1(O2)O)C(C)CC4CCC(C(C4)OC)O)C)C)O)OC)C)C)C)OC. Drug 2: CN(C(=O)NC(C=O)C(C(C(CO)O)O)O)N=O. Cell line: MOLT-4. Synergy scores: CSS=14.9, Synergy_ZIP=-7.03, Synergy_Bliss=-1.89, Synergy_Loewe=-31.8, Synergy_HSA=-1.63. (5) Drug 1: CC1=CC=C(C=C1)C2=CC(=NN2C3=CC=C(C=C3)S(=O)(=O)N)C(F)(F)F. Drug 2: CC1C(C(CC(O1)OC2CC(CC3=C2C(=C4C(=C3O)C(=O)C5=CC=CC=C5C4=O)O)(C(=O)C)O)N)O. Cell line: NCI/ADR-RES. Synergy scores: CSS=24.4, Synergy_ZIP=-9.87, Synergy_Bliss=-3.04, Synergy_Loewe=-17.3, Synergy_HSA=-1.21. (6) Cell line: OVCAR-4. Drug 2: CS(=O)(=O)CCNCC1=CC=C(O1)C2=CC3=C(C=C2)N=CN=C3NC4=CC(=C(C=C4)OCC5=CC(=CC=C5)F)Cl. Drug 1: CNC(=O)C1=CC=CC=C1SC2=CC3=C(C=C2)C(=NN3)C=CC4=CC=CC=N4. Synergy scores: CSS=6.99, Synergy_ZIP=-2.16, Synergy_Bliss=-0.604, Synergy_Loewe=-0.508, Synergy_HSA=-0.906.